This data is from Full USPTO retrosynthesis dataset with 1.9M reactions from patents (1976-2016). The task is: Predict the reactants needed to synthesize the given product. (1) The reactants are: Cl.[Br:2][C:3]1[CH:8]=[CH:7][C:6]([NH:9]N)=[CH:5][CH:4]=1.[N:11]12[CH2:19][CH2:18][CH:15]([CH2:16][CH2:17]1)[C:14](=O)[CH2:13][CH2:12]2. Given the product [Br:2][C:3]1[CH:8]=[CH:7][C:6]2[NH:9][C:14]3[CH:15]4[CH2:18][CH2:19][N:11]([CH2:12][C:13]=3[C:5]=2[CH:4]=1)[CH2:17][CH2:16]4, predict the reactants needed to synthesize it. (2) The reactants are: [CH3:1][O:2][C:3](=[O:12])[CH2:4][C:5]1[CH:10]=[CH:9][CH:8]=[C:7](Br)[CH:6]=1.[B:13]1([B:13]2[O:17][C:16]([CH3:19])([CH3:18])[C:15]([CH3:21])([CH3:20])[O:14]2)[O:17][C:16]([CH3:19])([CH3:18])[C:15]([CH3:21])([CH3:20])[O:14]1.CC([O-])=O.[K+]. Given the product [CH3:1][O:2][C:3](=[O:12])[CH2:4][C:5]1[CH:10]=[CH:9][CH:8]=[C:7]([B:13]2[O:17][C:16]([CH3:19])([CH3:18])[C:15]([CH3:21])([CH3:20])[O:14]2)[CH:6]=1, predict the reactants needed to synthesize it. (3) Given the product [CH3:8][C:5]1[N:4]=[C:3]([C:9]([O:11][CH3:12])=[O:10])[C:2]([N:16]2[N:15]=[C:14]([CH3:13])[CH:18]=[N:17]2)=[CH:7][CH:6]=1, predict the reactants needed to synthesize it. The reactants are: I[C:2]1[C:3]([C:9]([O:11][CH3:12])=[O:10])=[N:4][C:5]([CH3:8])=[CH:6][CH:7]=1.[CH3:13][C:14]1[N:15]=[N:16][NH:17][CH:18]=1.CN[C@@H]1CCCC[C@H]1NC.C(=O)([O-])[O-].[Cs+].[Cs+].[Si](C=[N+]=[N-])(C)(C)C. (4) Given the product [Cl:8][C:7]1[C:2]([C:17]2[CH:18]=[C:19]([O:20][CH3:21])[C:14]([Cl:13])=[CH:15][C:16]=2[F:25])=[N:3][CH:4]=[N:5][C:6]=1[C:9]([F:12])([F:11])[F:10], predict the reactants needed to synthesize it. The reactants are: Cl[C:2]1[C:7]([Cl:8])=[C:6]([C:9]([F:12])([F:11])[F:10])[N:5]=[CH:4][N:3]=1.[Cl:13][C:14]1[C:19]([O:20][CH3:21])=[CH:18][C:17](B(O)O)=[C:16]([F:25])[CH:15]=1.C(=O)([O-])O.[Na+].Cl. (5) Given the product [ClH:1].[Cl:13][C:14]1[CH:19]=[C:18]([C:3]2[CH:4]=[C:5]([Cl:9])[CH:6]=[C:7]([Cl:8])[C:2]=2[Cl:1])[N:17]=[C:16]([NH2:21])[N:15]=1, predict the reactants needed to synthesize it. The reactants are: [Cl:1][C:2]1[C:7]([Cl:8])=[CH:6][C:5]([Cl:9])=[CH:4][C:3]=1B(O)O.[Cl:13][C:14]1[CH:19]=[C:18](Cl)[N:17]=[C:16]([NH2:21])[N:15]=1.C(=O)([O-])[O-].[Na+].[Na+].C1(P(C2C=CC=CC=2)C2C=CC=CC=2)C=CC=CC=1. (6) Given the product [F:1][C:2]1[CH:3]=[C:4]([CH:16]=[CH:17][C:18]=1[C:19]([F:22])([F:20])[F:21])[CH2:5][CH:6]1[CH2:11][CH:10]([C:12]([O:14][CH3:15])=[O:13])[CH2:9][CH2:8][N:7]1[C:32]([O:33][CH3:34])=[O:35], predict the reactants needed to synthesize it. The reactants are: [F:1][C:2]1[CH:3]=[C:4]([CH:16]=[CH:17][C:18]=1[C:19]([F:22])([F:21])[F:20])[CH2:5][CH:6]1[CH2:11][CH:10]([C:12]([O:14][CH3:15])=[O:13])[CH2:9][CH2:8][NH:7]1.CCN(C(C)C)C(C)C.[C:32](Cl)(=[O:35])[O:33][CH3:34]. (7) Given the product [F:15][C:16]1[CH:21]=[CH:20][C:19]([CH:22]([OH:26])[C:23]2[N:6]=[C:4]([OH:5])[C:3]3[C:2](=[CH:10][C:9]([C:11]([F:12])([F:13])[F:14])=[CH:8][CH:7]=3)[N:1]=2)=[CH:18][CH:17]=1, predict the reactants needed to synthesize it. The reactants are: [NH2:1][C:2]1[CH:10]=[C:9]([C:11]([F:14])([F:13])[F:12])[CH:8]=[CH:7][C:3]=1[C:4]([NH2:6])=[O:5].[F:15][C:16]1[CH:21]=[CH:20][C:19]([CH:22]2[O:26]C(=O)O[C:23]2=O)=[CH:18][CH:17]=1.C[O-].[Na+].CO. (8) The reactants are: Cl.C1C2C(COC([N:19]3[CH2:24][C@@H:23]([C:25](=[O:44])[N:26]([CH:41]4[CH2:43][CH2:42]4)[CH2:27][C:28]4[CH:33]=[CH:32][C:31]([CH3:34])=[C:30]([O:35][CH2:36][CH2:37][CH2:38][O:39][CH3:40])[CH:29]=4)[CH2:22][C@@H:21]([NH2:45])[CH2:20]3)=O)C3C(=CC=CC=3)C=2C=CC=1.[C:46](Cl)(=[O:51])[C:47]([CH3:50])([CH3:49])[CH3:48]. Given the product [CH:41]1([N:26]([CH2:27][C:28]2[CH:33]=[CH:32][C:31]([CH3:34])=[C:30]([O:35][CH2:36][CH2:37][CH2:38][O:39][CH3:40])[CH:29]=2)[C:25]([C@H:23]2[CH2:22][C@@H:21]([NH:45][C:46](=[O:51])[C:47]([CH3:50])([CH3:49])[CH3:48])[CH2:20][NH:19][CH2:24]2)=[O:44])[CH2:42][CH2:43]1, predict the reactants needed to synthesize it. (9) Given the product [Cl:33][C:30]1[CH:31]=[CH:32][C:27]([CH2:26][NH:25][C:62]([C:57]2[NH:58][C:59]3[C:55]([CH:56]=2)=[CH:54][C:53]([NH:52][C:50](=[O:51])[O:49][C:46]([CH3:47])([CH3:45])[CH3:48])=[CH:61][CH:60]=3)=[O:63])=[C:28]([F:44])[C:29]=1[O:34][C:35]1[CH:36]=[C:37]([C:38]#[N:39])[CH:40]=[C:41]([Cl:43])[CH:42]=1, predict the reactants needed to synthesize it. The reactants are: CN(C(ON1N=NC2C=CC=NC1=2)=[N+](C)C)C.F[P-](F)(F)(F)(F)F.[NH2:25][CH2:26][C:27]1[C:28]([F:44])=[C:29]([O:34][C:35]2[CH:36]=[C:37]([CH:40]=[C:41]([Cl:43])[CH:42]=2)[C:38]#[N:39])[C:30]([Cl:33])=[CH:31][CH:32]=1.[CH3:45][C:46]([O:49][C:50]([NH:52][C:53]1[CH:54]=[C:55]2[C:59](=[CH:60][CH:61]=1)[NH:58][C:57]([C:62](O)=[O:63])=[CH:56]2)=[O:51])([CH3:48])[CH3:47].C(N(C(C)C)CC)(C)C. (10) The reactants are: C(N(CC)C(C1C=C(C2C=NN(CCCO)C=2)C=CC=1NC1C(C(F)(F)F)=CN=C(NC2C=CC(CP(=O)(O)OCC)=CC=2OC)N=1)=O)C.[OH:50][CH2:51][CH2:52][CH2:53][N:54]1[CH:58]=[C:57]([C:59]2[CH:64]=[CH:63][C:62]([NH:65][C:66]3[C:71]([C:72]([F:75])([F:74])[F:73])=[CH:70][N:69]=[C:68]([NH:76][C:77]4[CH:91]=[CH:90][C:80]([CH2:81][P:82](=[O:89])([O:86]CC)[O:83][CH2:84][CH3:85])=[CH:79][C:78]=4[O:92][CH3:93])[N:67]=3)=[C:61]([C:94](=[O:98])[NH:95][O:96][CH3:97])[CH:60]=2)[CH:56]=[N:55]1. Given the product [OH:50][CH2:51][CH2:52][CH2:53][N:54]1[CH:58]=[C:57]([C:59]2[CH:64]=[CH:63][C:62]([NH:65][C:66]3[C:71]([C:72]([F:74])([F:73])[F:75])=[CH:70][N:69]=[C:68]([NH:76][C:77]4[CH:91]=[CH:90][C:80]([CH2:81][P:82](=[O:86])([OH:89])[O:83][CH2:84][CH3:85])=[CH:79][C:78]=4[O:92][CH3:93])[N:67]=3)=[C:61]([C:94](=[O:98])[NH:95][O:96][CH3:97])[CH:60]=2)[CH:56]=[N:55]1, predict the reactants needed to synthesize it.